This data is from Full USPTO retrosynthesis dataset with 1.9M reactions from patents (1976-2016). The task is: Predict the reactants needed to synthesize the given product. Given the product [Cl:21][C:20]1[C:15]([O:9][C:5]2[CH:6]=[CH:7][CH:8]=[C:3]([C:2]([F:10])([F:11])[F:1])[CH:4]=2)=[N:16][CH:17]=[C:18]([N+:22]([O-:24])=[O:23])[CH:19]=1, predict the reactants needed to synthesize it. The reactants are: [F:1][C:2]([F:11])([F:10])[C:3]1[CH:4]=[C:5]([OH:9])[CH:6]=[CH:7][CH:8]=1.[H-].[Na+].Cl[C:15]1[C:20]([Cl:21])=[CH:19][C:18]([N+:22]([O-:24])=[O:23])=[CH:17][N:16]=1.O.